This data is from Full USPTO retrosynthesis dataset with 1.9M reactions from patents (1976-2016). The task is: Predict the reactants needed to synthesize the given product. (1) Given the product [NH2:36][C:23]1[CH:22]=[C:21]([NH:20][C:18]([C:5]2[C:6]([C:8]3[CH:9]=[CH:10][C:11]([C:14]([F:17])([F:15])[F:16])=[CH:12][CH:13]=3)=[CH:7][C:2]([CH3:1])=[CH:3][CH:4]=2)=[O:19])[CH:26]=[CH:25][C:24]=1[O:27][CH2:28][CH2:29][C:30]1[CH:35]=[CH:34][CH:33]=[CH:32][N:31]=1, predict the reactants needed to synthesize it. The reactants are: [CH3:1][C:2]1[CH:7]=[C:6]([C:8]2[CH:13]=[CH:12][C:11]([C:14]([F:17])([F:16])[F:15])=[CH:10][CH:9]=2)[C:5]([C:18]([NH:20][C:21]2[CH:26]=[CH:25][C:24]([O:27][CH2:28][CH2:29][C:30]3[CH:35]=[CH:34][CH:33]=[CH:32][N:31]=3)=[C:23]([N+:36]([O-])=O)[CH:22]=2)=[O:19])=[CH:4][CH:3]=1.[H][H]. (2) Given the product [Cl:23][C:22]1[C:21]([Cl:24])=[C:20]([CH3:25])[NH:19][C:18]=1[C:16]([NH:15][C@@H:14]1[CH2:13][CH2:12][NH:11][CH2:10][C@@H:9]1[N:7]1[CH:8]=[C:4]([CH2:3][C:1]#[N:2])[N:5]=[N:6]1)=[O:17], predict the reactants needed to synthesize it. The reactants are: [C:1]([CH2:3][C:4]1[N:5]=[N:6][N:7]([C@@H:9]2[C@H:14]([NH:15][C:16]([C:18]3[NH:19][C:20]([CH3:25])=[C:21]([Cl:24])[C:22]=3[Cl:23])=[O:17])[CH2:13][CH2:12][N:11](C(OCC3C=CC=CC=3)=O)[CH2:10]2)[CH:8]=1)#[N:2].